From a dataset of Full USPTO retrosynthesis dataset with 1.9M reactions from patents (1976-2016). Predict the reactants needed to synthesize the given product. (1) The reactants are: [Br:1][C:2]1[CH:7]=[CH:6][C:5]([CH:8]2[CH2:11][C:10](=[O:12])[CH2:9]2)=[CH:4][CH:3]=1.O.[Cl-].[NH4+].Cl. Given the product [Br:1][C:2]1[CH:3]=[CH:4][C:5]([C@@H:8]2[CH2:9][C@H:10]([OH:12])[CH2:11]2)=[CH:6][CH:7]=1, predict the reactants needed to synthesize it. (2) Given the product [S:6]([OH:9])(=[O:8])(=[O:7])[CH3:5].[NH2:1][C:2]([NH2:4])=[O:3], predict the reactants needed to synthesize it. The reactants are: [NH2:1][C:2]([NH2:4])=[O:3].[CH3:5][S:6]([OH:9])(=[O:8])=[O:7].C(O)C. (3) Given the product [O:1]1[C:5]2[CH:6]=[CH:7][C:8]([C:10]3[CH:11]=[CH:12][C:13]([C:16]4[N:21]=[C:20]([O:22][CH2:23][CH2:24][CH2:25][CH2:26][C:27]([CH3:44])([CH3:43])[CH2:28][NH:29][C:30]([NH:32][C:33]5[CH:34]=[C:35]([CH:40]=[CH:41][CH:42]=5)[C:36]([OH:38])=[O:37])=[O:31])[CH:19]=[CH:18][CH:17]=4)=[CH:14][CH:15]=3)=[CH:9][C:4]=2[O:3][CH2:2]1, predict the reactants needed to synthesize it. The reactants are: [O:1]1[C:5]2[CH:6]=[CH:7][C:8]([C:10]3[CH:15]=[CH:14][C:13]([C:16]4[N:21]=[C:20]([O:22][CH2:23][CH2:24][CH2:25][CH2:26][C:27]([CH3:44])([CH3:43])[CH2:28][NH:29][C:30]([NH:32][C:33]5[CH:34]=[C:35]([CH:40]=[CH:41][CH:42]=5)[C:36]([O:38]C)=[O:37])=[O:31])[CH:19]=[CH:18][CH:17]=4)=[CH:12][CH:11]=3)=[CH:9][C:4]=2[O:3][CH2:2]1.[OH-].[K+]. (4) Given the product [C@H:10]12[CH2:11][C@H:12]1[CH2:13][C@@H:14]([CH2:15][NH:16][C:17](=[O:22])[C:18]([F:20])([F:21])[F:19])[NH:9]2, predict the reactants needed to synthesize it. The reactants are: Cl.C(OC([N:9]1[C@H:14]([CH2:15][NH:16][C:17](=[O:22])[C:18]([F:21])([F:20])[F:19])[CH2:13][C@H:12]2[C@@H:10]1[CH2:11]2)=O)(C)(C)C. (5) Given the product [C:1]1([C:7]2[C:15]3[C:14]([N:16]4[CH2:17][CH2:18][CH:19]([CH2:22][O:23][CH2:24][CH2:25][N:26]5[CH2:27][CH2:28][CH2:29][CH2:30]5)[CH2:20][CH2:21]4)=[N:13][CH:12]=[N:11][C:10]=3[S:9][C:8]=2[CH2:31][OH:32])[CH:2]=[CH:3][CH:4]=[CH:5][CH:6]=1, predict the reactants needed to synthesize it. The reactants are: [C:1]1([C:7]2[C:15]3[C:14]([N:16]4[CH2:21][CH2:20][CH:19]([CH2:22][O:23][CH2:24][CH2:25][N:26]5[CH2:30][CH2:29][CH2:28][CH2:27]5)[CH2:18][CH2:17]4)=[N:13][CH:12]=[N:11][C:10]=3[S:9][C:8]=2[C:31](OC)=[O:32])[CH:6]=[CH:5][CH:4]=[CH:3][CH:2]=1.CC(C[AlH]CC(C)C)C. (6) Given the product [F:21][C:2]([F:1])([F:20])[O:3][C:4]1[CH:5]=[CH:6][C:7]([S:10]([C:13]2([C:14]3[CH:15]=[CH:16][N:17]=[CH:18][CH:19]=3)[CH2:24][CH2:23]2)(=[O:11])=[O:12])=[CH:8][CH:9]=1, predict the reactants needed to synthesize it. The reactants are: [F:1][C:2]([F:21])([F:20])[O:3][C:4]1[CH:9]=[CH:8][C:7]([S:10]([CH2:13][C:14]2[CH:19]=[CH:18][N:17]=[CH:16][CH:15]=2)(=[O:12])=[O:11])=[CH:6][CH:5]=1.Br[CH2:23][CH2:24]Cl.C([O-])([O-])=O.[Cs+].[Cs+]. (7) The reactants are: [CH2:1]1[CH:5]2[CH2:6][NH:7][CH2:8][CH:4]2[CH2:3][N:2]1[C:9]1[CH:14]=[C:13]([C:15]([F:18])([F:17])[F:16])[N:12]=[C:11]([N:19]([CH3:21])[CH3:20])[N:10]=1.[F:22][C:23]1[CH:24]=[CH:25][C:26]([C:32]2[N:37]=[CH:36][CH:35]=[CH:34][N:33]=2)=[C:27]([CH:31]=1)[C:28](O)=[O:29]. Given the product [F:22][C:23]1[CH:24]=[CH:25][C:26]([C:32]2[N:33]=[CH:34][CH:35]=[CH:36][N:37]=2)=[C:27]([C:28]([N:7]2[CH2:6][CH:5]3[CH2:1][N:2]([C:9]4[CH:14]=[C:13]([C:15]([F:18])([F:17])[F:16])[N:12]=[C:11]([N:19]([CH3:21])[CH3:20])[N:10]=4)[CH2:3][CH:4]3[CH2:8]2)=[O:29])[CH:31]=1, predict the reactants needed to synthesize it.